Predict the reaction yield, written as a fraction of the theoretical maximum amount of product (1.0 means a 100% yield; for example, 0.34 means a 34% yield). From a dataset of Reaction yield outcomes from USPTO patents with 853,638 reactions. (1) The reactants are [C:1]1(=[O:8])[CH2:6][CH2:5][CH2:4][C:3](=[O:7])[CH2:2]1.[CH2:9](O)[C:10]1[CH:15]=[CH:14][CH:13]=[CH:12][CH:11]=1. The catalyst is O.C1(C)C=CC(S(O)(=O)=O)=CC=1.C1(C)C=CC=CC=1. The product is [CH2:9]([O:7][C:3]1[CH2:4][CH2:5][CH2:6][C:1](=[O:8])[CH:2]=1)[C:10]1[CH:15]=[CH:14][CH:13]=[CH:12][CH:11]=1. The yield is 0.680. (2) The reactants are F[C:2]1([O:9][C:10]#[C:11][CH3:12])[CH:7]=[C:6]([F:8])[CH:5]=[CH:4][CH2:3]1.[Br:13]C1C=CC(F)=CC=1O.BrC1C=C(F)C=CC=1OCC#C. No catalyst specified. The product is [Br:13][C:3]1[CH:4]=[CH:5][C:6]([F:8])=[CH:7][C:2]=1[O:9][CH2:10][C:11]#[CH:12]. The yield is 0.870. (3) The reactants are [CH3:1][C:2]1[CH:7]=[CH:6][C:5]([S:8](Cl)(=[O:10])=[O:9])=[CH:4][CH:3]=1.[CH3:12][C:13]1[CH:18]=[CH:17][C:16]([CH3:19])=[CH:15][C:14]=1[CH3:20].[Al+3].[Cl-].[Cl-].[Cl-].Cl. The catalyst is C(Cl)Cl. The product is [CH3:12][C:13]1[CH:18]=[C:17]([S:8]([C:5]2[CH:6]=[CH:7][C:2]([CH3:1])=[CH:3][CH:4]=2)(=[O:10])=[O:9])[C:16]([CH3:19])=[CH:15][C:14]=1[CH3:20]. The yield is 0.730. (4) The reactants are [NH:1]1[CH2:6][CH2:5][CH:4]([CH2:7][OH:8])[CH2:3][CH2:2]1.C(N(CC)CC)C.[C:16](O[C:16]([O:18][C:19]([CH3:22])([CH3:21])[CH3:20])=[O:17])([O:18][C:19]([CH3:22])([CH3:21])[CH3:20])=[O:17].C(O)(=O)C. The catalyst is ClCCl. The product is [C:19]([O:18][C:16]([N:1]1[CH2:6][CH2:5][CH:4]([CH2:7][OH:8])[CH2:3][CH2:2]1)=[O:17])([CH3:22])([CH3:21])[CH3:20]. The yield is 0.890.